From a dataset of Forward reaction prediction with 1.9M reactions from USPTO patents (1976-2016). Predict the product of the given reaction. (1) Given the reactants C[O:2][C:3](=[O:23])[CH2:4][CH2:5][C:6]1[CH:11]=[CH:10][C:9]([O:12][CH2:13][CH2:14][C@@H:15]([O:17]S(C)(=O)=O)[CH3:16])=[CH:8][C:7]=1[CH3:22].[Cl:24][C:25]1[CH:34]=[CH:33][C:32](O)=[C:31]2[C:26]=1[CH:27]=[CH:28][CH:29]=[N:30]2, predict the reaction product. The product is: [Cl:24][C:25]1[CH:34]=[CH:33][C:32]([O:17][C@H:15]([CH3:16])[CH2:14][CH2:13][O:12][C:9]2[CH:10]=[CH:11][C:6]([CH2:5][CH2:4][C:3]([OH:2])=[O:23])=[C:7]([CH3:22])[CH:8]=2)=[C:31]2[C:26]=1[CH:27]=[CH:28][CH:29]=[N:30]2. (2) Given the reactants C(C1C=C(C=O)C(O)=C(C2C=CC(OC(F)(F)F)=CC=2)C=1)(C)(C)C.Br[C:26]1[C:27]([OH:38])=[C:28]([CH:31]=[C:32]([C:34]([CH3:37])([CH3:36])[CH3:35])[CH:33]=1)[CH:29]=[O:30].[F:39][C:40]1[CH:45]=[CH:44][C:43](B(O)O)=[CH:42][C:41]=1[C:49]([F:52])([F:51])[F:50], predict the reaction product. The product is: [C:34]([C:32]1[CH:31]=[C:28]([CH:29]=[O:30])[C:27]([OH:38])=[C:26]([C:43]2[CH:44]=[CH:45][C:40]([F:39])=[C:41]([C:49]([F:52])([F:51])[F:50])[CH:42]=2)[CH:33]=1)([CH3:37])([CH3:36])[CH3:35]. (3) Given the reactants [NH2:1][C:2]1[N:6]([C:7]2[C:12]([CH3:13])=[CH:11][CH:10]=[CH:9][C:8]=2[Cl:14])[N:5]=[C:4]([CH:15]([CH3:17])[CH3:16])[C:3]=1[C:18]([NH2:20])=[O:19].[NH2:21][C:22]1[CH:27]=[CH:26][C:25]([CH2:28][C:29]([O-])=O)=[CH:24][CH:23]=1.[O-]CC.[Na+], predict the reaction product. The product is: [Cl:14][C:8]1[CH:9]=[CH:10][CH:11]=[C:12]([CH3:13])[C:7]=1[N:6]1[C:2]2=[N:1][C:29]([CH2:28][C:25]3[CH:26]=[CH:27][C:22]([NH2:21])=[CH:23][CH:24]=3)=[N:20][C:18](=[O:19])[C:3]2=[C:4]([CH:15]([CH3:17])[CH3:16])[NH:5]1. (4) Given the reactants C(N(CC)CC)C.[CH3:8][C:9]1([CH3:16])[CH2:13][NH:12][C@@H:11]([CH2:14][OH:15])[CH2:10]1.[S:17](Cl)(Cl)(=[O:19])=[O:18], predict the reaction product. The product is: [CH3:8][C:9]1([CH3:16])[CH2:13][N:12]2[S:17](=[O:19])(=[O:18])[O:15][CH2:14][C@H:11]2[CH2:10]1. (5) Given the reactants [H-].[Na+].[CH3:3][C:4]([O:7][C:8]([NH:10][C@@H:11]1[CH2:16][CH2:15][C@H:14]([C:17]([OH:19])=[O:18])[CH2:13][CH2:12]1)=[O:9])([CH3:6])[CH3:5].[CH3:20]I, predict the reaction product. The product is: [CH3:6][C:4]([O:7][C:8]([N:10]([CH3:20])[C@@H:11]1[CH2:12][CH2:13][C@H:14]([C:17]([OH:19])=[O:18])[CH2:15][CH2:16]1)=[O:9])([CH3:3])[CH3:5].